Dataset: Reaction yield outcomes from USPTO patents with 853,638 reactions. Task: Predict the reaction yield, written as a fraction of the theoretical maximum amount of product (1.0 means a 100% yield; for example, 0.34 means a 34% yield). (1) The reactants are [Cl:1][C:2]1[CH:3]=[C:4]2[C:8](=[CH:9][CH:10]=1)[NH:7][C:6]1[CH2:11][N:12]([C:15]([O:17][C:18]([CH3:21])([CH3:20])[CH3:19])=[O:16])[CH2:13][CH2:14][C:5]2=1.BrN1C(=[O:28])CCC1=O. The catalyst is C1COCC1.CC(O)=O.O. The product is [Cl:1][C:2]1[CH:3]=[C:4]2[C:5]3([CH2:14][CH2:13][N:12]([C:15]([O:17][C:18]([CH3:21])([CH3:19])[CH3:20])=[O:16])[CH2:11]3)[C:6](=[O:28])[NH:7][C:8]2=[CH:9][CH:10]=1. The yield is 1.00. (2) The reactants are [C:1]([O:5][C:6]([N:8]1[CH2:13][CH2:12][CH:11]([NH:14][C:15]2[CH:20]=[CH:19][C:18]([CH3:21])=[CH:17][C:16]=2[NH2:22])[CH2:10][CH2:9]1)=[O:7])([CH3:4])([CH3:3])[CH3:2].[CH2:23]([O:25][C:26]([O:40][CH2:41][CH3:42])([CH3:39])[C:27](OC1C=CC([N+]([O-])=O)=CC=1)=[O:28])[CH3:24]. The catalyst is CN(C1C=CN=CC=1)C.C(#N)C.C(OCC)C. The product is [C:1]([O:5][C:6]([N:8]1[CH2:13][CH2:12][CH:11]([NH:14][C:15]2[CH:20]=[CH:19][C:18]([CH3:21])=[CH:17][C:16]=2[NH:22][C:27](=[O:28])[C:26]([O:40][CH2:41][CH3:42])([O:25][CH2:23][CH3:24])[CH3:39])[CH2:10][CH2:9]1)=[O:7])([CH3:4])([CH3:3])[CH3:2]. The yield is 0.620. (3) The reactants are [CH:1]1([OH:7])[CH2:6][CH2:5][CH2:4][CH2:3][CH2:2]1.[Na].[Cl:9][C:10]1[N:18]=[C:17]2[C:13]([NH:14][CH:15]=[N:16]2)=[C:12](Cl)[N:11]=1. The catalyst is C(O)(=O)C. The product is [Cl:9][C:10]1[N:18]=[C:17]2[C:13]([N:14]=[CH:15][NH:16]2)=[C:12]([O:7][CH:1]2[CH2:6][CH2:5][CH2:4][CH2:3][CH2:2]2)[N:11]=1. The yield is 0.530. (4) The reactants are [CH:1]1([C:7]2[C:8]3[CH:9]=[CH:10][C:11]([C:30]([O:32][C:33]([CH3:36])([CH3:35])[CH3:34])=[O:31])=[CH:12][C:13]=3[N:14]3[CH2:20][C:19]([C:21]([O:23][CH3:24])=[O:22])=[CH:18][C:17]4[CH:25]=[C:26]([F:29])[CH:27]=[CH:28][C:16]=4[C:15]=23)[CH2:6][CH2:5][CH2:4][CH2:3][CH2:2]1.[C:37](C1C=C(F)C=CC=1C1NC2C(C=1C1CCCCC1)=CC=C(C(OC(C)(C)C)=O)C=2)(=O)C. No catalyst specified. The product is [CH:1]1([C:7]2[C:8]3[CH:9]=[CH:10][C:11]([C:30]([O:32][C:33]([CH3:36])([CH3:35])[CH3:34])=[O:31])=[CH:12][C:13]=3[N:14]3[CH2:20][C:19]([C:21]([O:23][CH3:24])=[O:22])=[C:18]([CH3:37])[C:17]4[CH:25]=[C:26]([F:29])[CH:27]=[CH:28][C:16]=4[C:15]=23)[CH2:6][CH2:5][CH2:4][CH2:3][CH2:2]1. The yield is 0.110. (5) The reactants are C([Sn](CCCC)(CCCC)[C:6]([O:8][CH2:9][CH3:10])=[CH2:7])CCC.Br[C:20]1[S:24][C:23]([C:25]2[S:26][C:27](Br)=[CH:28][N:29]=2)=[N:22][CH:21]=1.[F-].[K+]. The catalyst is CN(C)C=O.CCOCC.Cl[Pd](Cl)([P](C1C=CC=CC=1)(C1C=CC=CC=1)C1C=CC=CC=1)[P](C1C=CC=CC=1)(C1C=CC=CC=1)C1C=CC=CC=1. The product is [CH2:9]([O:8][C:6]([C:20]1[S:24][C:23]([C:25]2[S:26][C:27]([C:6]([O:8][CH2:9][CH3:10])=[CH2:7])=[CH:28][N:29]=2)=[N:22][CH:21]=1)=[CH2:7])[CH3:10]. The yield is 0.960.